Predict the reactants needed to synthesize the given product. From a dataset of Full USPTO retrosynthesis dataset with 1.9M reactions from patents (1976-2016). (1) Given the product [F:21][C:22]1[C:27]([CH:11]2[CH2:20][CH2:19][C:14]3([O:18][CH2:17][CH2:16][O:15]3)[CH2:13][CH2:12]2)=[N:26][CH:25]=[CH:24][N:23]=1, predict the reactants needed to synthesize it. The reactants are: BrCCBr.Cl[Si](C)(C)C.I[CH:11]1[CH2:20][CH2:19][C:14]2([O:18][CH2:17][CH2:16][O:15]2)[CH2:13][CH2:12]1.[F:21][C:22]1[C:27](I)=[N:26][CH:25]=[CH:24][N:23]=1. (2) Given the product [C:46]([O:45][C:43]([N:16]1[CH2:17][C:13]2([CH2:12][N:11]([CH:9]([C:3]3[CH:8]=[CH:7][CH:6]=[CH:5][CH:4]=3)[CH3:10])[CH2:14]2)[CH2:15]1)=[O:44])([CH3:49])([CH3:48])[CH3:47].[C:20]1([CH:26]([N:28]2[CH2:29][C:30]3([CH2:34][N:33]([CH:35]([C:37]4[CH:42]=[CH:41][CH:40]=[CH:39][CH:38]=4)[CH3:36])[CH2:32]3)[CH2:31]2)[CH3:27])[CH:21]=[CH:22][CH:23]=[CH:24][CH:25]=1, predict the reactants needed to synthesize it. The reactants are: Cl.Cl.[C:3]1([CH:9]([N:11]2[CH2:14][C:13]3([CH2:17][NH:16][CH2:15]3)[CH2:12]2)[CH3:10])[CH:8]=[CH:7][CH:6]=[CH:5][CH:4]=1.Cl.Cl.[C:20]1([CH:26]([N:28]2[CH2:31][C:30]3([CH2:34][N:33]([CH:35]([C:37]4[CH:42]=[CH:41][CH:40]=[CH:39][CH:38]=4)[CH3:36])[CH2:32]3)[CH2:29]2)[CH3:27])[CH:25]=[CH:24][CH:23]=[CH:22][CH:21]=1.[C:43](O[C:43]([O:45][C:46]([CH3:49])([CH3:48])[CH3:47])=[O:44])([O:45][C:46]([CH3:49])([CH3:48])[CH3:47])=[O:44].C(=O)(O)[O-].[Na+].